The task is: Regression. Given two drug SMILES strings and cell line genomic features, predict the synergy score measuring deviation from expected non-interaction effect.. This data is from NCI-60 drug combinations with 297,098 pairs across 59 cell lines. (1) Drug 1: CC1=C2C(C(=O)C3(C(CC4C(C3C(C(C2(C)C)(CC1OC(=O)C(C(C5=CC=CC=C5)NC(=O)OC(C)(C)C)O)O)OC(=O)C6=CC=CC=C6)(CO4)OC(=O)C)OC)C)OC. Drug 2: C1=CN(C=N1)CC(O)(P(=O)(O)O)P(=O)(O)O. Cell line: RPMI-8226. Synergy scores: CSS=54.9, Synergy_ZIP=3.98, Synergy_Bliss=1.69, Synergy_Loewe=-21.8, Synergy_HSA=0.998. (2) Drug 1: C1=NNC2=C1C(=O)NC=N2. Drug 2: C1C(C(OC1N2C=NC(=NC2=O)N)CO)O. Cell line: HCT116. Synergy scores: CSS=22.6, Synergy_ZIP=-4.78, Synergy_Bliss=-3.03, Synergy_Loewe=-17.4, Synergy_HSA=-0.817. (3) Drug 1: CC1=C(C(=CC=C1)Cl)NC(=O)C2=CN=C(S2)NC3=CC(=NC(=N3)C)N4CCN(CC4)CCO. Drug 2: CC12CCC3C(C1CCC2O)C(CC4=C3C=CC(=C4)O)CCCCCCCCCS(=O)CCCC(C(F)(F)F)(F)F. Cell line: NCI/ADR-RES. Synergy scores: CSS=1.52, Synergy_ZIP=-0.680, Synergy_Bliss=1.12, Synergy_Loewe=-0.0348, Synergy_HSA=0.0267. (4) Drug 1: C1CC(=O)NC(=O)C1N2CC3=C(C2=O)C=CC=C3N. Drug 2: CC1=C(C=C(C=C1)C(=O)NC2=CC(=CC(=C2)C(F)(F)F)N3C=C(N=C3)C)NC4=NC=CC(=N4)C5=CN=CC=C5. Cell line: KM12. Synergy scores: CSS=14.1, Synergy_ZIP=-8.06, Synergy_Bliss=-9.76, Synergy_Loewe=-9.02, Synergy_HSA=-4.56.